From a dataset of Reaction yield outcomes from USPTO patents with 853,638 reactions. Predict the reaction yield, written as a fraction of the theoretical maximum amount of product (1.0 means a 100% yield; for example, 0.34 means a 34% yield). The reactants are [CH3:1][C:2]1[N:6]([CH:7]2[CH2:12][CH2:11][O:10][CH2:9][CH2:8]2)[C:5]2[CH:13]=[CH:14][C:15]([C:17]([OH:19])=O)=[CH:16][C:4]=2[N:3]=1.S(Cl)(Cl)=O.[NH2:24][C:25]1[CH:30]=[C:29]([N+:31]([O-:33])=[O:32])[CH:28]=[CH:27][C:26]=1O.C(N(CC)CC)C.CS(O)(=O)=O.C(=O)([O-])O.[Na+]. The catalyst is O.O1CCCC1. The product is [N+:31]([C:29]1[CH:28]=[CH:27][C:26]2[O:19][C:17]([C:15]3[CH:14]=[CH:13][C:5]4[N:6]([CH:7]5[CH2:8][CH2:9][O:10][CH2:11][CH2:12]5)[C:2]([CH3:1])=[N:3][C:4]=4[CH:16]=3)=[N:24][C:25]=2[CH:30]=1)([O-:33])=[O:32]. The yield is 0.200.